This data is from Peptide-MHC class II binding affinity with 134,281 pairs from IEDB. The task is: Regression. Given a peptide amino acid sequence and an MHC pseudo amino acid sequence, predict their binding affinity value. This is MHC class II binding data. (1) The peptide sequence is AGKATTEEQKLIEKI. The MHC is DRB4_0101 with pseudo-sequence DRB4_0103. The binding affinity (normalized) is 0.309. (2) The peptide sequence is ATPEAKYDAYVATLS. The MHC is DRB3_0101 with pseudo-sequence DRB3_0101. The binding affinity (normalized) is 0.141. (3) The peptide sequence is WLSWQVAKAGLKTND. The MHC is DRB1_0801 with pseudo-sequence DRB1_0801. The binding affinity (normalized) is 0.555. (4) The peptide sequence is VKQNTLKLATGMRNV. The MHC is HLA-DPA10201-DPB10101 with pseudo-sequence HLA-DPA10201-DPB10101. The binding affinity (normalized) is 0.464. (5) The peptide sequence is ALSDADWHFIADPAS. The MHC is DRB1_1101 with pseudo-sequence DRB1_1101. The binding affinity (normalized) is 0.101. (6) The peptide sequence is INEPTAAAIAYGLDN. The MHC is HLA-DQA10401-DQB10402 with pseudo-sequence HLA-DQA10401-DQB10402. The binding affinity (normalized) is 0.487. (7) The MHC is DRB1_0802 with pseudo-sequence DRB1_0802. The peptide sequence is APTGMFVAGAKYMVI. The binding affinity (normalized) is 0.0918. (8) The peptide sequence is EITGIMKDLDEPGHL. The MHC is DRB1_1001 with pseudo-sequence DRB1_1001. The binding affinity (normalized) is 0.135. (9) The peptide sequence is GELQIVDCIDAAFKI. The MHC is DRB1_0101 with pseudo-sequence DRB1_0101. The binding affinity (normalized) is 0.438. (10) The peptide sequence is FYNEKAFLLTTFDVS. The MHC is HLA-DQA10102-DQB10602 with pseudo-sequence HLA-DQA10102-DQB10602. The binding affinity (normalized) is 0.537.